From a dataset of Catalyst prediction with 721,799 reactions and 888 catalyst types from USPTO. Predict which catalyst facilitates the given reaction. Reactant: [NH:1]1[C:9]2[C:4](=[CH:5][CH:6]=[CH:7][CH:8]=2)[C:3]([C:10]2([CH:20]3[C:28]4[C:23](=[CH:24][CH:25]=[CH:26][CH:27]=4)[NH:22][CH2:21]3)[C:18]3[C:13](=[CH:14][CH:15]=[CH:16][CH:17]=3)[NH:12][C:11]2=O)=[CH:2]1.P12(SP3(SP(SP(S3)(S1)=S)(=S)S2)=S)=[S:30].CS(C)(=O)=O. Product: [NH:1]1[C:9]2[C:4](=[CH:5][CH:6]=[CH:7][CH:8]=2)[C:3]([C:10]2([CH:20]3[C:28]4[C:23](=[CH:24][CH:25]=[CH:26][CH:27]=4)[NH:22][CH2:21]3)[C:18]3[C:13](=[CH:14][CH:15]=[CH:16][CH:17]=3)[NH:12][C:11]2=[S:30])=[CH:2]1. The catalyst class is: 6.